From a dataset of Forward reaction prediction with 1.9M reactions from USPTO patents (1976-2016). Predict the product of the given reaction. (1) Given the reactants [NH2:1][C@@H:2]1[C:8](=[O:9])[N:7]([CH2:10][CH2:11][O:12][CH2:13][CH3:14])[C:6]2[CH:15]=[CH:16][CH:17]=[CH:18][C:5]=2[C:4]2[CH:19]=[CH:20][CH:21]=[CH:22][C:3]1=2.[CH3:23][C:24]([CH3:39])([C:28]([NH:30][CH2:31][C:32]([F:38])([F:37])[C:33]([F:36])([F:35])[F:34])=[O:29])[C:25](O)=[O:26], predict the reaction product. The product is: [CH2:13]([O:12][CH2:11][CH2:10][N:7]1[C:8](=[O:9])[C@@H:2]([NH:1][C:25](=[O:26])[C:24]([CH3:23])([CH3:39])[C:28]([NH:30][CH2:31][C:32]([F:37])([F:38])[C:33]([F:34])([F:35])[F:36])=[O:29])[C:3]2[CH:22]=[CH:21][CH:20]=[CH:19][C:4]=2[C:5]2[CH:18]=[CH:17][CH:16]=[CH:15][C:6]1=2)[CH3:14]. (2) Given the reactants [Cl:1][C:2]1[CH:3]=[CH:4][C:5]([O:11][CH2:12][CH:13]([O:15][CH3:16])C)=[C:6]([CH:10]=1)[C:7]([OH:9])=[O:8].[CH2:17]([O:19][CH2:20][CH2:20][O:19][CH2:17][CH2:18]O)[CH3:18], predict the reaction product. The product is: [Cl:1][C:2]1[CH:3]=[CH:4][C:5]([O:11][CH2:12][CH2:13][O:15][CH2:16][CH2:20][O:19][CH2:17][CH3:18])=[C:6]([CH:10]=1)[C:7]([OH:9])=[O:8]. (3) Given the reactants Cl[C:2]1[C:11]2[C:6](=[CH:7][CH:8]=[CH:9][CH:10]=2)[CH:5]=[C:4]([Cl:12])[N:3]=1.[CH3:13][Al](C)C, predict the reaction product. The product is: [Cl:12][C:4]1[N:3]=[C:2]([CH3:13])[C:11]2[C:6]([CH:5]=1)=[CH:7][CH:8]=[CH:9][CH:10]=2. (4) The product is: [CH2:1]([C:8]1[NH:12][C:11]2[CH:13]=[CH:14][C:15]([CH2:17][NH2:18])=[CH:16][C:10]=2[N:9]=1)[C:2]1[CH:3]=[CH:4][CH:5]=[CH:6][CH:7]=1. Given the reactants [CH2:1]([C:8]1[NH:12][C:11]2[CH:13]=[CH:14][C:15]([C:17]#[N:18])=[CH:16][C:10]=2[N:9]=1)[C:2]1[CH:7]=[CH:6][CH:5]=[CH:4][CH:3]=1.N, predict the reaction product. (5) Given the reactants [Br:1][C:2]1[CH:7]=[CH:6][C:5]([C:8](=[O:13])[C:9]([F:12])([F:11])[F:10])=[CH:4][CH:3]=1.[BH4-].[Na+].O, predict the reaction product. The product is: [Br:1][C:2]1[CH:7]=[CH:6][C:5]([CH:8]([OH:13])[C:9]([F:11])([F:12])[F:10])=[CH:4][CH:3]=1. (6) Given the reactants Cl[C:2]1[CH:3]=[C:4]([CH:6]=[CH:7][C:8]=1Cl)[NH2:5].[C:10](O[C:10]([O:12][C:13]([CH3:16])([CH3:15])[CH3:14])=[O:11])([O:12][C:13]([CH3:16])([CH3:15])[CH3:14])=[O:11], predict the reaction product. The product is: [C:10]([NH:5][C:4]1[CH:6]=[CH:7][CH:8]=[CH:2][CH:3]=1)([O:12][C:13]([CH3:16])([CH3:15])[CH3:14])=[O:11]. (7) The product is: [Br:1][C:2]1[C:7]([N+:13]([O-:15])=[O:14])=[C:6]([Cl:8])[CH:5]=[C:4]([F:9])[C:3]=1[O:10][CH2:11][CH3:12]. Given the reactants [Br:1][C:2]1[CH:7]=[C:6]([Cl:8])[CH:5]=[C:4]([F:9])[C:3]=1[O:10][CH2:11][CH3:12].[N+:13]([O-])([OH:15])=[O:14], predict the reaction product. (8) Given the reactants C(P(C(C)(C)C)C(C)(C)C)(C)(C)C.CN(C1CCCCC1)C1CCCCC1.Br[C:29]1[CH:30]=[CH:31][C:32](=[O:50])[N:33]([CH2:35][CH2:36][O:37][C:38]2[C:47]3[C:42](=[CH:43][C:44]([O:48][CH3:49])=[CH:45][CH:46]=3)[N:41]=[CH:40][CH:39]=2)[CH:34]=1.[CH2:51]1[CH2:56][O:55][CH:54]=[CH:53][CH2:52]1, predict the reaction product. The product is: [O:55]1[CH2:56][CH2:51][CH:52]=[CH:53][CH:54]1[C:31]1[C:32](=[O:50])[N:33]([CH2:35][CH2:36][O:37][C:38]2[C:47]3[C:42](=[CH:43][C:44]([O:48][CH3:49])=[CH:45][CH:46]=3)[N:41]=[CH:40][CH:39]=2)[CH:34]=[CH:29][CH:30]=1. (9) Given the reactants [CH:1]([C:3]1[CH:4]=[C:5]([CH:9]=[CH:10][CH:11]=1)[C:6]([OH:8])=[O:7])=[O:2].[CH:21]1(N=C=N[CH:21]2[CH2:26][CH2:25][CH2:24][CH2:23][CH2:22]2)[CH2:26][CH2:25][CH2:24][CH2:23][CH2:22]1.[C:27](OCC)(=O)C, predict the reaction product. The product is: [CH:1]([C:3]1[CH:4]=[C:5]([CH:9]=[CH:10][CH:11]=1)[C:6]([O:8][CH2:27][C:21]1[CH:22]=[CH:23][CH:24]=[CH:25][CH:26]=1)=[O:7])=[O:2].